The task is: Predict the reactants needed to synthesize the given product.. This data is from Full USPTO retrosynthesis dataset with 1.9M reactions from patents (1976-2016). (1) Given the product [C:16]([O:20][C@@H:21]([C@H:23]1[CH2:27][O:26][C:25](=[O:28])[N:24]1[C:29]1[CH:34]=[CH:33][N:32]=[C:31]([NH:15][CH:13]([C:11]2[O:10][N:9]=[C:8]([C:5]3[CH:4]=[CH:3][C:2]([Cl:1])=[CH:7][CH:6]=3)[CH:12]=2)[CH3:14])[N:30]=1)[CH3:22])([CH3:17])([CH3:18])[CH3:19], predict the reactants needed to synthesize it. The reactants are: [Cl:1][C:2]1[CH:7]=[CH:6][C:5]([C:8]2[CH:12]=[C:11]([CH:13]([NH2:15])[CH3:14])[O:10][N:9]=2)=[CH:4][CH:3]=1.[C:16]([O:20][C@@H:21]([C@H:23]1[CH2:27][O:26][C:25](=[O:28])[N:24]1[C:29]1[CH:34]=[CH:33][N:32]=[C:31](F)[N:30]=1)[CH3:22])([CH3:19])([CH3:18])[CH3:17].C(N(C(C)C)C(C)C)C. (2) The reactants are: [F:1][C:2]1[CH:3]=[C:4]([C:14]2[CH:15]=[C:16]3[C:22]([C:23]4[CH:24]=[N:25][N:26]([CH2:28][C:29]5[CH:34]=[CH:33][CH:32]=[C:31]([F:35])[CH:30]=5)[CH:27]=4)=[CH:21][N:20]([S:36]([C:39]4[CH:45]=[CH:44][C:42]([CH3:43])=[CH:41][CH:40]=4)(=[O:38])=[O:37])[C:17]3=[N:18][CH:19]=2)[CH:5]=[CH:6][C:7]=1[N:8]1[CH2:13][CH2:12][NH:11][CH2:10][CH2:9]1.[CH3:46][C@H:47]1[CH2:49][O:48]1.CCN(C(C)C)C(C)C. Given the product [F:1][C:2]1[CH:3]=[C:4]([C:14]2[CH:15]=[C:16]3[C:22]([C:23]4[CH:24]=[N:25][N:26]([CH2:28][C:29]5[CH:34]=[CH:33][CH:32]=[C:31]([F:35])[CH:30]=5)[CH:27]=4)=[CH:21][N:20]([S:36]([C:39]4[CH:40]=[CH:41][C:42]([CH3:43])=[CH:44][CH:45]=4)(=[O:38])=[O:37])[C:17]3=[N:18][CH:19]=2)[CH:5]=[CH:6][C:7]=1[N:8]1[CH2:9][CH2:10][N:11]([CH2:46][C@@H:47]([OH:48])[CH3:49])[CH2:12][CH2:13]1, predict the reactants needed to synthesize it.